This data is from Full USPTO retrosynthesis dataset with 1.9M reactions from patents (1976-2016). The task is: Predict the reactants needed to synthesize the given product. (1) Given the product [CH2:30]([O:29][C:27]([C:2]1[CH:3]=[CH:4][C:5]2[N:6]([C:8]([CH2:11][C:12]3[CH:13]=[C:14]4[C:18](=[CH:19][CH:20]=3)[N:17]([CH3:21])[N:16]=[CH:15]4)=[CH:9][N:10]=2)[N:7]=1)=[CH2:28])[CH3:31], predict the reactants needed to synthesize it. The reactants are: Cl[C:2]1[CH:3]=[CH:4][C:5]2[N:6]([C:8]([CH2:11][C:12]3[CH:13]=[C:14]4[C:18](=[CH:19][CH:20]=3)[N:17]([CH3:21])[N:16]=[CH:15]4)=[CH:9][N:10]=2)[N:7]=1.C([Sn](CCCC)(CCCC)[C:27]([O:29][CH2:30][CH3:31])=[CH2:28])CCC. (2) Given the product [CH3:1][O:2][C:3]([C:5]1[N:6]([CH2:23][C:24]2[CH:25]=[CH:26][C:27]([O:30][CH2:37][CH3:38])=[CH:28][CH:29]=2)[C:7](=[O:22])[C:8]2[C:13]([C:14]=1[C:15]1[CH:16]=[CH:17][CH:18]=[CH:19][CH:20]=1)=[CH:12][C:11]([Br:21])=[CH:10][CH:9]=2)=[O:4], predict the reactants needed to synthesize it. The reactants are: [CH3:1][O:2][C:3]([C:5]1[N:6]([CH2:23][C:24]2[CH:29]=[CH:28][C:27]([OH:30])=[CH:26][CH:25]=2)[C:7](=[O:22])[C:8]2[C:13]([C:14]=1[C:15]1[CH:20]=[CH:19][CH:18]=[CH:17][CH:16]=1)=[CH:12][C:11]([Br:21])=[CH:10][CH:9]=2)=[O:4].C(=O)([O-])[O-].[K+].[K+].[CH2:37](I)[CH3:38]. (3) Given the product [Cl:1][C:2]1[CH:3]=[N:4][C:5]([NH:8][CH2:9][C@@H:10]2[C@H:15]([CH3:16])[CH2:14][CH2:13][CH2:12][N:11]2[C:29]([C:28]2[CH:32]=[CH:33][CH:34]=[CH:35][C:27]=2[O:26][C:25]([F:24])([F:36])[F:37])=[O:30])=[N:6][CH:7]=1, predict the reactants needed to synthesize it. The reactants are: [Cl:1][C:2]1[CH:3]=[N:4][C:5]([NH:8][CH2:9][C@@H:10]2[C@H:15]([CH3:16])[CH2:14][CH2:13][CH2:12][NH:11]2)=[N:6][CH:7]=1.C(NC(C)C)(C)C.[F:24][C:25]([F:37])([F:36])[O:26][C:27]1[CH:35]=[CH:34][CH:33]=[CH:32][C:28]=1[C:29](Cl)=[O:30].